Dataset: Full USPTO retrosynthesis dataset with 1.9M reactions from patents (1976-2016). Task: Predict the reactants needed to synthesize the given product. (1) Given the product [Cl:1][C:2]1[C:7]([CH3:8])=[CH:6][C:5]([O:9][CH3:15])=[C:4]([N+:10]([O-:12])=[O:11])[CH:3]=1, predict the reactants needed to synthesize it. The reactants are: [Cl:1][C:2]1[C:7]([CH3:8])=[CH:6][C:5]([OH:9])=[C:4]([N+:10]([O-:12])=[O:11])[CH:3]=1.CI.[C:15](=O)([O-])[O-].[K+].[K+]. (2) Given the product [CH2:24]([N:19]1[CH2:18][CH2:17][N:16]([C:8]2[N:7]=[C:6]([CH2:5][C:32]([NH2:34])=[O:33])[C:15]3[C:10]([CH:9]=2)=[CH:11][CH:12]=[CH:13][CH:14]=3)[CH2:23][C:20]21[CH2:22][CH2:21]2)[C:25]1[CH:26]=[CH:27][CH:28]=[CH:29][CH:30]=1, predict the reactants needed to synthesize it. The reactants are: C(OC(=O)[CH2:5][C:6]1[C:15]2[C:10](=[CH:11][CH:12]=[CH:13][CH:14]=2)[CH:9]=[C:8]([N:16]2[CH2:23][C:20]3([CH2:22][CH2:21]3)[N:19]([CH2:24][C:25]3[CH:30]=[CH:29][CH:28]=[CH:27][CH:26]=3)[CH2:18][CH2:17]2)[N:7]=1)C.[CH:32]([NH2:34])=[O:33].C[O-].[Na+].O. (3) Given the product [CH2:14]([O:21][CH2:22][CH2:23][CH2:24][O:11][C:4]1[C:5]([OH:10])=[C:6]([CH:9]=[C:2]([Cl:1])[CH:3]=1)[CH:7]=[O:8])[C:15]1[CH:20]=[CH:19][CH:18]=[CH:17][CH:16]=1, predict the reactants needed to synthesize it. The reactants are: [Cl:1][C:2]1[CH:3]=[C:4]([OH:11])[C:5]([OH:10])=[C:6]([CH:9]=1)[CH:7]=[O:8].[H-].[Na+].[CH2:14]([O:21][CH2:22][CH2:23][CH2:24]Br)[C:15]1[CH:20]=[CH:19][CH:18]=[CH:17][CH:16]=1.